Dataset: Catalyst prediction with 721,799 reactions and 888 catalyst types from USPTO. Task: Predict which catalyst facilitates the given reaction. Product: [F:1][C:2]1[CH:3]=[C:4]([C:9]2[N:14]3[N:15]=[C:16]([CH3:19])[C:17]([C:33]4[CH:34]=[CH:35][C:30]([O:29][CH2:27][CH3:28])=[CH:31][CH:32]=4)=[C:13]3[N:12]=[C:11]([N:20]3[CH2:24][CH2:23][CH2:22][C@H:21]3[CH2:25][OH:26])[CH:10]=2)[CH:5]=[CH:6][C:7]=1[F:8]. The catalyst class is: 461. Reactant: [F:1][C:2]1[CH:3]=[C:4]([C:9]2[N:14]3[N:15]=[C:16]([CH3:19])[C:17](I)=[C:13]3[N:12]=[C:11]([N:20]3[CH2:24][CH2:23][CH2:22][C@H:21]3[CH2:25][OH:26])[CH:10]=2)[CH:5]=[CH:6][C:7]=1[F:8].[CH2:27]([O:29][C:30]1[CH:35]=[CH:34][C:33](B(O)O)=[CH:32][CH:31]=1)[CH3:28].C1(C)C=CC=CC=1.C([O-])(O)=O.[Na+].